This data is from Forward reaction prediction with 1.9M reactions from USPTO patents (1976-2016). The task is: Predict the product of the given reaction. (1) Given the reactants [CH3:1][N:2]1[C:7](=[O:8])O[N:5]([C:9]2[CH:14]=[CH:13]C(Cl)=C(Cl)C=2)[C:3]1=[O:4].CC([C:21]1OC(=O)N(C2C=C(OCC#N)C(Cl)=CC=2Cl)[N:22]=1)(C)C.[CH3:39]C(OC1C=C(N2N=C(C(C)(C)C)OC2=O)C(Cl)=CC=1Cl)C, predict the reaction product. The product is: [CH3:39][CH:14]([CH2:9][NH:5][C:3]([N:2]1[C:7](=[O:8])[NH:22][CH2:21][CH2:1]1)=[O:4])[CH3:13]. (2) Given the reactants C(C1C(=O)C(Cl)=C(Cl)C(=O)C=1C#N)#N.[Br:15][C:16]1[C:17]([F:28])=[C:18]2[C:22](=[C:23]([C:25]([OH:27])=[O:26])[CH:24]=1)[NH:21][CH2:20][CH2:19]2, predict the reaction product. The product is: [Br:15][C:16]1[C:17]([F:28])=[C:18]2[C:22](=[C:23]([C:25]([OH:27])=[O:26])[CH:24]=1)[NH:21][CH:20]=[CH:19]2. (3) Given the reactants [Cl:1][C:2]1[CH:3]=[C:4]([C:9]2[CH:13]=[C:12](OS(C(F)(F)F)(=O)=O)[N:11]([C@H:22]([C:24]3[CH:41]=[CH:40][C:27]([C:28]([NH:30][CH2:31][CH2:32][C:33]([O:35]C(C)(C)C)=[O:34])=[O:29])=[CH:26][CH:25]=3)[CH3:23])[N:10]=2)[CH:5]=[C:6]([Cl:8])[CH:7]=1.[F:42][C:43]([F:59])([F:58])[O:44][C:45]1[CH:46]=[C:47]2[C:52](=[CH:53][CH:54]=1)[CH:51]=[C:50](B(O)O)[CH:49]=[CH:48]2, predict the reaction product. The product is: [Cl:1][C:2]1[CH:3]=[C:4]([C:9]2[CH:13]=[C:12]([C:50]3[CH:49]=[CH:48][C:47]4[C:52](=[CH:53][CH:54]=[C:45]([O:44][C:43]([F:42])([F:59])[F:58])[CH:46]=4)[CH:51]=3)[N:11]([C@H:22]([C:24]3[CH:25]=[CH:26][C:27]([C:28]([NH:30][CH2:31][CH2:32][C:33]([OH:35])=[O:34])=[O:29])=[CH:40][CH:41]=3)[CH3:23])[N:10]=2)[CH:5]=[C:6]([Cl:8])[CH:7]=1. (4) Given the reactants [Cl:1][C:2]1[CH:7]=[CH:6][CH:5]=[CH:4][C:3]=1[N:8]1[C:12]([OH:13])=[CH:11][C:10]([CH2:14][C:15]([O:17][CH3:18])=[O:16])=[N:9]1.C(O)(=O)C.[Cl:23][CH2:24][C:25](OCC)(OCC)[O:26]CC, predict the reaction product. The product is: [Cl:23][CH2:24][C:25]([C:11]1[C:10]([CH2:14][C:15]([O:17][CH3:18])=[O:16])=[N:9][N:8]([C:3]2[CH:4]=[CH:5][CH:6]=[CH:7][C:2]=2[Cl:1])[C:12]=1[OH:13])=[O:26]. (5) Given the reactants C1(P(C2C=CC=CC=2)C2C=CC=CC=2)C=CC=CC=1.[C:20]([Br:24])(Br)(Br)[Br:21].O=[C:26]1[CH2:31][CH2:30][N:29]([C:32]([O:34][C:35]([CH3:38])([CH3:37])[CH3:36])=[O:33])[CH2:28][CH2:27]1, predict the reaction product. The product is: [Br:21][C:20]([Br:24])=[C:26]1[CH2:31][CH2:30][N:29]([C:32]([O:34][C:35]([CH3:38])([CH3:37])[CH3:36])=[O:33])[CH2:28][CH2:27]1. (6) The product is: [CH3:23][O:22][C:19]1[CH:20]=[CH:21][C:16]([CH2:15][C@@H:11]([NH:10][C:8](=[O:9])[O:7][C:3]([CH3:6])([CH3:5])[CH3:4])[C:12]2[NH:62][C:59]3[CH:60]=[CH:61][C:56]([C:55]([F:54])([F:64])[F:65])=[CH:57][C:58]=3[N:63]=2)=[CH:17][CH:18]=1. Given the reactants N#N.[C:3]([O:7][C:8]([NH:10][C@H:11]([CH2:15][C:16]1[CH:21]=[CH:20][C:19]([O:22][CH3:23])=[CH:18][CH:17]=1)[C:12](O)=O)=[O:9])([CH3:6])([CH3:5])[CH3:4].C(N1CCOCC1)C.CN(C(ON1N=NC2C=CC=CC1=2)=[N+](C)C)C.[B-](F)(F)(F)F.[F:54][C:55]([F:65])([F:64])[C:56]1[CH:57]=[C:58]([NH2:63])[C:59]([NH2:62])=[CH:60][CH:61]=1, predict the reaction product.